The task is: Regression. Given two drug SMILES strings and cell line genomic features, predict the synergy score measuring deviation from expected non-interaction effect.. This data is from NCI-60 drug combinations with 297,098 pairs across 59 cell lines. (1) Drug 1: CC12CCC3C(C1CCC2=O)CC(=C)C4=CC(=O)C=CC34C. Drug 2: C1=CC(=C2C(=C1NCCNCCO)C(=O)C3=C(C=CC(=C3C2=O)O)O)NCCNCCO. Cell line: SN12C. Synergy scores: CSS=52.7, Synergy_ZIP=0.748, Synergy_Bliss=-0.372, Synergy_Loewe=-2.76, Synergy_HSA=4.21. (2) Cell line: MOLT-4. Synergy scores: CSS=60.6, Synergy_ZIP=0.0677, Synergy_Bliss=-0.441, Synergy_Loewe=-17.9, Synergy_HSA=0.213. Drug 2: COC1=NC(=NC2=C1N=CN2C3C(C(C(O3)CO)O)O)N. Drug 1: CS(=O)(=O)C1=CC(=C(C=C1)C(=O)NC2=CC(=C(C=C2)Cl)C3=CC=CC=N3)Cl. (3) Drug 1: C1CCN(CC1)CCOC2=CC=C(C=C2)C(=O)C3=C(SC4=C3C=CC(=C4)O)C5=CC=C(C=C5)O. Drug 2: C1CCC(C(C1)N)N.C(=O)(C(=O)[O-])[O-].[Pt+4]. Cell line: HOP-92. Synergy scores: CSS=19.3, Synergy_ZIP=-3.32, Synergy_Bliss=-2.07, Synergy_Loewe=-9.19, Synergy_HSA=-1.14. (4) Drug 1: CNC(=O)C1=CC=CC=C1SC2=CC3=C(C=C2)C(=NN3)C=CC4=CC=CC=N4. Drug 2: C1CNP(=O)(OC1)N(CCCl)CCCl. Cell line: SK-MEL-2. Synergy scores: CSS=-5.99, Synergy_ZIP=0.527, Synergy_Bliss=-4.68, Synergy_Loewe=-6.33, Synergy_HSA=-6.37.